Dataset: Forward reaction prediction with 1.9M reactions from USPTO patents (1976-2016). Task: Predict the product of the given reaction. (1) Given the reactants Cl[C:2]1[C:3]2[N:4]([CH:17]=[N:18][CH:19]=2)[C:5]2[CH:6]=[CH:7][CH:8]=[C:9]([C:12]([O:14][CH2:15][CH3:16])=[O:13])[C:10]=2[N:11]=1.[F:20][C:21]1[CH:27]=[CH:26][CH:25]=[CH:24][C:22]=1[NH2:23], predict the reaction product. The product is: [F:20][C:21]1[CH:27]=[CH:26][CH:25]=[CH:24][C:22]=1[NH:23][C:2]1[C:3]2[N:4]([CH:17]=[N:18][CH:19]=2)[C:5]2[CH:6]=[CH:7][CH:8]=[C:9]([C:12]([O:14][CH2:15][CH3:16])=[O:13])[C:10]=2[N:11]=1. (2) Given the reactants [CH3:1][C:2]1[CH:3]=[C:4]2[C:9](=[O:10])[O:8][C:6](=O)[C:5]2=[CH:11][CH:12]=1.[CH2:13]([NH2:17])[CH:14]([CH3:16])[CH3:15].C1(C)C=CC(S(O)(=O)=O)=CC=1, predict the reaction product. The product is: [CH2:13]([N:17]1[C:9](=[O:10])[C:4]2=[CH:3][C:2]([CH3:1])=[CH:12][CH:11]=[C:5]2[C:6]1=[O:8])[CH:14]([CH3:16])[CH3:15].